Dataset: Reaction yield outcomes from USPTO patents with 853,638 reactions. Task: Predict the reaction yield, written as a fraction of the theoretical maximum amount of product (1.0 means a 100% yield; for example, 0.34 means a 34% yield). (1) The catalyst is C(Cl)Cl.C[Ir-4](Cl)(C)(C)(C)(C)C1C=CC=C1.[Ir](Cl)(Cl)Cl. The yield is 0.674. The product is [CH3:16][CH:17]1[CH2:26][CH2:25][C:24]2[C:19](=[CH:20][CH:21]=[CH:22][CH:23]=2)[NH:18]1. The reactants are N1CCC[C@@H]1C(N)=O.C(N(CC)CC)C.[CH3:16][C:17]1[CH:26]=[CH:25][C:24]2[C:19](=[CH:20][CH:21]=[CH:22][CH:23]=2)[N:18]=1.C(O)=O.C(N(CC)CC)C. (2) No catalyst specified. The reactants are C([O:3][C:4]1[CH:9]=[CH:8][CH:7]=[CH:6][C:5]=1[C:10]1[CH:15]=[CH:14][CH:13]=[CH:12][C:11]=1[C:16]1[N:20]([C:21]2[CH:26]=[CH:25][CH:24]=[CH:23][C:22]=2[F:27])[N:19]=[N:18][N:17]=1)C.Br[CH2:29][C:30]([O:32][CH3:33])=[O:31]. The product is [F:27][C:22]1[CH:23]=[CH:24][CH:25]=[CH:26][C:21]=1[N:20]1[C:16]([C:11]2[CH:12]=[CH:13][CH:14]=[CH:15][C:10]=2[C:5]2[CH:6]=[CH:7][CH:8]=[CH:9][C:4]=2[O:3][CH2:29][C:30]([O:32][CH3:33])=[O:31])=[N:17][N:18]=[N:19]1. The yield is 0.790. (3) The reactants are BrC1C=C(OC)C=CC=1S(Cl)(=O)=O.[Br:14][C:15]1[CH:20]=[CH:19][C:18]([S:21](Cl)(=[O:23])=[O:22])=[C:17]([O:25][CH3:26])[CH:16]=1.CCN(CC)CC.[NH2:34][CH:35]1[CH2:40][CH2:39][N:38]([C:41]([O:43][C:44]([CH3:47])([CH3:46])[CH3:45])=[O:42])[CH2:37][CH2:36]1. The catalyst is C1COCC1. The product is [C:44]([O:43][C:41]([N:38]1[CH2:39][CH2:40][CH:35]([NH:34][S:21]([C:18]2[CH:19]=[CH:20][C:15]([Br:14])=[CH:16][C:17]=2[O:25][CH3:26])(=[O:23])=[O:22])[CH2:36][CH2:37]1)=[O:42])([CH3:47])([CH3:45])[CH3:46]. The yield is 0.950.